From a dataset of Reaction yield outcomes from USPTO patents with 853,638 reactions. Predict the reaction yield, written as a fraction of the theoretical maximum amount of product (1.0 means a 100% yield; for example, 0.34 means a 34% yield). (1) The reactants are S(=O)(=O)(O)[OH:2].[F:6][C:7]1[C:14]([I:15])=[C:13]([CH3:16])[CH:12]=[CH:11]C=1C#N.[O:17]1[CH2:22][CH2:21]OCC1. No catalyst specified. The product is [F:6][C:7]1[C:14]([I:15])=[C:13]([CH3:16])[CH:12]=[CH:11][C:21]=1[C:22]([OH:17])=[O:2]. The yield is 0.920. (2) The reactants are Br[C:2]1[C:3]([O:9][CH3:10])=[N:4][CH:5]=[C:6]([Cl:8])[CH:7]=1.[CH3:11][C:12]1[N:17]=[C:16]([NH2:18])[CH:15]=[CH:14][N:13]=1.CC1(C)C2C(=C(P(C3C=CC=CC=3)C3C=CC=CC=3)C=CC=2)OC2C(P(C3C=CC=CC=3)C3C=CC=CC=3)=CC=CC1=2.C(=O)([O-])[O-].[Cs+].[Cs+]. The catalyst is C1C=CC(/C=C/C(/C=C/C2C=CC=CC=2)=O)=CC=1.C1C=CC(/C=C/C(/C=C/C2C=CC=CC=2)=O)=CC=1.C1C=CC(/C=C/C(/C=C/C2C=CC=CC=2)=O)=CC=1.[Pd].[Pd].O1CCOCC1. The product is [Cl:8][C:6]1[CH:7]=[C:2]([NH:18][C:16]2[CH:15]=[CH:14][N:13]=[C:12]([CH3:11])[N:17]=2)[C:3]([O:9][CH3:10])=[N:4][CH:5]=1. The yield is 0.740. (3) The reactants are Cl[C:2]1[N:7]=[C:6]([CH3:8])[C:5]([CH:9]=[O:10])=[CH:4][CH:3]=1.[SH:11][C:12]1[CH:17]=[CH:16][C:15]([CH2:18][C:19]([O:21][CH3:22])=[O:20])=[CH:14][CH:13]=1.C([O-])([O-])=O.[K+].[K+]. The catalyst is CN(C=O)C. The product is [CH3:22][O:21][C:19](=[O:20])[CH2:18][C:15]1[CH:16]=[CH:17][C:12]([S:11][C:2]2[CH:3]=[CH:4][C:5]([CH:9]=[O:10])=[C:6]([CH3:8])[N:7]=2)=[CH:13][CH:14]=1. The yield is 0.990. (4) The reactants are [C:1]([O:5][C:6]([N:8]1[CH2:13][CH2:12][CH:11]([C:14]([C:17]2[S:18][CH:19]=[CH:20][C:21]=2Br)=[N:15][OH:16])[CH2:10][CH2:9]1)=[O:7])([CH3:4])([CH3:3])[CH3:2].[OH-].[K+]. The catalyst is COCCO.O.[Cu]. The product is [C:1]([O:5][C:6]([N:8]1[CH2:13][CH2:12][CH:11]([C:14]2[C:17]3[S:18][CH:19]=[CH:20][C:21]=3[O:16][N:15]=2)[CH2:10][CH2:9]1)=[O:7])([CH3:4])([CH3:3])[CH3:2]. The yield is 0.500. (5) The reactants are [CH3:1][C:2]1([CH3:10])[C:6](=[O:7])[CH2:5][C:4]([CH3:9])([CH3:8])[O:3]1.C[O-].[Na+].[Br:14][C:15]1[CH:16]=[CH:17][C:18]([F:23])=[C:19]([CH:22]=1)[CH:20]=O. The catalyst is COCCOC. The product is [Br:14][C:15]1[CH:16]=[CH:17][C:18]([F:23])=[C:19]([CH:20]=[C:5]2[C:4]([CH3:9])([CH3:8])[O:3][C:2]([CH3:10])([CH3:1])[C:6]2=[O:7])[CH:22]=1. The yield is 0.960. (6) The reactants are [C:1]([O:5][C:6]([N:8]1[CH2:14][C:13]2[CH:15]=[C:16](B(O)O)[CH:17]=[CH:18][C:12]=2[O:11][CH2:10][CH2:9]1)=[O:7])([CH3:4])([CH3:3])[CH3:2].[NH2:22][C:23]1[CH:28]=[CH:27][C:26](Br)=[CH:25][N:24]=1.C(=O)([O-])[O-].[K+].[K+]. The catalyst is COCCOC.O.C1C=CC([P]([Pd]([P](C2C=CC=CC=2)(C2C=CC=CC=2)C2C=CC=CC=2)([P](C2C=CC=CC=2)(C2C=CC=CC=2)C2C=CC=CC=2)[P](C2C=CC=CC=2)(C2C=CC=CC=2)C2C=CC=CC=2)(C2C=CC=CC=2)C2C=CC=CC=2)=CC=1. The product is [NH2:22][C:23]1[N:24]=[CH:25][C:26]([C:16]2[CH:17]=[CH:18][C:12]3[O:11][CH2:10][CH2:9][N:8]([C:6]([O:5][C:1]([CH3:4])([CH3:3])[CH3:2])=[O:7])[CH2:14][C:13]=3[CH:15]=2)=[CH:27][CH:28]=1. The yield is 0.770. (7) The reactants are [C:1]([O:5][C:6](=[O:22])[NH:7][C:8]1[CH:13]=[CH:12][CH:11]=[C:10]([C:14]2[CH:19]=[CH:18][C:17]([CH2:20][NH2:21])=[CH:16][CH:15]=2)[N:9]=1)([CH3:4])([CH3:3])[CH3:2].CCN(CC)CC.[CH3:30][S:31](Cl)(=[O:33])=[O:32]. The catalyst is ClCCl. The product is [C:1]([O:5][C:6](=[O:22])[NH:7][C:8]1[CH:13]=[CH:12][CH:11]=[C:10]([C:14]2[CH:15]=[CH:16][C:17]([CH2:20][NH:21][S:31]([CH3:30])(=[O:33])=[O:32])=[CH:18][CH:19]=2)[N:9]=1)([CH3:4])([CH3:2])[CH3:3]. The yield is 0.440. (8) The product is [C:11]([O:15][C:16](=[O:25])[N:17]([CH3:24])[CH:18]1[CH2:23][CH2:22][N:21]([C:2]2[CH:7]=[CH:6][C:5]([N+:8]([O-:10])=[O:9])=[CH:4][N:3]=2)[CH2:20][CH2:19]1)([CH3:14])([CH3:13])[CH3:12]. The yield is 0.855. The catalyst is CN(C)C=O. The reactants are Br[C:2]1[CH:7]=[CH:6][C:5]([N+:8]([O-:10])=[O:9])=[CH:4][N:3]=1.[C:11]([O:15][C:16](=[O:25])[N:17]([CH3:24])[CH:18]1[CH2:23][CH2:22][NH:21][CH2:20][CH2:19]1)([CH3:14])([CH3:13])[CH3:12].C(N(CC)CC)C. (9) The reactants are [Cl:1][C:2]1[CH:7]=[CH:6][C:5]([C:8]([C:28]2[CH:29]=[C:30]3[C:35](=[CH:36][CH:37]=2)[N:34]([CH3:38])[C:33](=[O:39])[CH:32]=[C:31]3[C:40]2[CH:45]=[CH:44][CH:43]=[CH:42][CH:41]=2)([OH:27])[C:9]2[N:10]=[C:11]([Si](CC)(CC)CC)[N:12]([S:14]([N:17]([CH3:19])[CH3:18])(=[O:16])=[O:15])[CH:13]=2)=[CH:4][CH:3]=1.[NH4+].[OH-]. The catalyst is S(=O)(=O)(O)O.O. The product is [Cl:1][C:2]1[CH:7]=[CH:6][C:5]([C:8]([C:28]2[CH:29]=[C:30]3[C:35](=[CH:36][CH:37]=2)[N:34]([CH3:38])[C:33](=[O:39])[CH:32]=[C:31]3[C:40]2[CH:41]=[CH:42][CH:43]=[CH:44][CH:45]=2)([OH:27])[C:9]2[N:10]=[CH:11][N:12]([S:14]([N:17]([CH3:18])[CH3:19])(=[O:15])=[O:16])[CH:13]=2)=[CH:4][CH:3]=1. The yield is 0.110.